From a dataset of Forward reaction prediction with 1.9M reactions from USPTO patents (1976-2016). Predict the product of the given reaction. (1) Given the reactants [C:1]1(=[O:11])[NH:5][C:4](=[O:6])[C:3]2=[CH:7][CH:8]=[CH:9][CH:10]=[C:2]12.[OH2:12].[C:13]1([CH3:23])[CH:18]=C[C:16](S(O)(=O)=O)=[CH:15][CH:14]=1.[CH2:24]1[CH2:28][O:27][CH2:26][CH2:25]1, predict the reaction product. The product is: [OH:12][C@@H:14]([C:15]1[CH:28]=[CH:24][CH:25]=[C:26]([OH:27])[CH:16]=1)[C@H:13]([CH3:23])[CH2:18][N:5]1[C:1](=[O:11])[C:2]2[C:3](=[CH:7][CH:8]=[CH:9][CH:10]=2)[C:4]1=[O:6]. (2) Given the reactants Br[C:2](Br)=[CH:3][C:4]1[C:9]([CH2:10][CH3:11])=[C:8]([O:12][CH3:13])[CH:7]=[CH:6][C:5]=1[CH2:14][CH3:15].[CH2:17]([NH2:20])[CH2:18][NH2:19], predict the reaction product. The product is: [CH2:10]([C:9]1[C:8]([O:12][CH3:13])=[CH:7][CH:6]=[C:5]([CH2:14][CH3:15])[C:4]=1[CH2:3][C:2]1[NH:19][CH2:18][CH2:17][N:20]=1)[CH3:11].